Task: Predict the reaction yield, written as a fraction of the theoretical maximum amount of product (1.0 means a 100% yield; for example, 0.34 means a 34% yield).. Dataset: Reaction yield outcomes from USPTO patents with 853,638 reactions (1) The reactants are [O:1]1[C:5]2[CH:6]=[CH:7][CH:8]=[CH:9][C:4]=2[N:3]=[C:2]1[C:10]1([C:13]([OH:15])=O)[CH2:12][CH2:11]1.CCN(C(C)C)C(C)C.CCN=C=NCCCN(C)C.C1C=CC2N(O)N=NC=2C=1.O.[NH2:47][C:48]1[CH:81]=[CH:80][C:51]([O:52][C:53]2[CH:58]=[CH:57][N:56]=[C:55]3[N:59]([CH2:71][C:72]4[CH:77]=[CH:76][C:75]([O:78][CH3:79])=[CH:74][CH:73]=4)[N:60]=[C:61]([N:62]4[CH2:67][CH2:66][CH:65]([N:68]([CH3:70])[CH3:69])[CH2:64][CH2:63]4)[C:54]=23)=[C:50]([F:82])[CH:49]=1. The catalyst is ClCCl. The product is [O:1]1[C:5]2[CH:6]=[CH:7][CH:8]=[CH:9][C:4]=2[N:3]=[C:2]1[C:10]1([C:13]([NH:47][C:48]2[CH:81]=[CH:80][C:51]([O:52][C:53]3[CH:58]=[CH:57][N:56]=[C:55]4[N:59]([CH2:71][C:72]5[CH:73]=[CH:74][C:75]([O:78][CH3:79])=[CH:76][CH:77]=5)[N:60]=[C:61]([N:62]5[CH2:63][CH2:64][CH:65]([N:68]([CH3:70])[CH3:69])[CH2:66][CH2:67]5)[C:54]=34)=[C:50]([F:82])[CH:49]=2)=[O:15])[CH2:11][CH2:12]1. The yield is 0.620. (2) The reactants are [C:1]([C:5]1[CH:45]=[CH:44][C:8]([C:9]([NH:11][C@@H:12]([CH2:17][C:18]2[CH:23]=[CH:22][C:21]([C:24]([NH:26][NH:27][C:28](=O)[C:29]3[CH:34]=[CH:33][C:32]([O:35][CH2:36][CH2:37][CH2:38][CH2:39][CH2:40][CH2:41][CH3:42])=[CH:31][CH:30]=3)=[O:25])=[CH:20][CH:19]=2)[C:13]([O:15][CH3:16])=[O:14])=[O:10])=[CH:7][CH:6]=1)([CH3:4])([CH3:3])[CH3:2].[Cl-].ClC1N(C)CC[NH+]1C. The catalyst is C(Cl)Cl.C([O-])(O)=O.[Na+]. The product is [C:1]([C:5]1[CH:45]=[CH:44][C:8]([C:9]([NH:11][C@@H:12]([CH2:17][C:18]2[CH:19]=[CH:20][C:21]([C:24]3[O:25][C:28]([C:29]4[CH:34]=[CH:33][C:32]([O:35][CH2:36][CH2:37][CH2:38][CH2:39][CH2:40][CH2:41][CH3:42])=[CH:31][CH:30]=4)=[N:27][N:26]=3)=[CH:22][CH:23]=2)[C:13]([O:15][CH3:16])=[O:14])=[O:10])=[CH:7][CH:6]=1)([CH3:4])([CH3:3])[CH3:2]. The yield is 0.950. (3) The reactants are [CH3:1][CH:2]([CH3:10])[C:3](=[O:9])[CH2:4][C:5]([O:7][CH3:8])=[O:6].[CH2:11](O)[CH2:12][OH:13]. The catalyst is C1(C)C=CC=CC=1.CC1C=CC(S(O)(=O)=O)=CC=1. The product is [CH:2]([C:3]1([CH2:4][C:5]([O:7][CH3:8])=[O:6])[O:13][CH2:12][CH2:11][O:9]1)([CH3:10])[CH3:1]. The yield is 0.710. (4) The reactants are [CH:1]1([C:7]2[CH:12]=[CH:11][C:10]([C:13]3[CH:22]=[C:21]([OH:23])[C:20]4[C:15](=[CH:16][CH:17]=[C:18]([NH:24][C:25](=[O:27])[CH3:26])[CH:19]=4)[N:14]=3)=[CH:9][CH:8]=2)[CH2:6][CH2:5][CH2:4][CH2:3][CH2:2]1.[C:28]1(C)C=CC=CC=1.S(OC)(OC)(=O)=O. The catalyst is CCCCCC. The product is [CH:1]1([C:7]2[CH:8]=[CH:9][C:10]([C:13]3[CH:22]=[C:21]([O:23][CH3:28])[C:20]4[C:15](=[CH:16][CH:17]=[C:18]([NH:24][C:25](=[O:27])[CH3:26])[CH:19]=4)[N:14]=3)=[CH:11][CH:12]=2)[CH2:2][CH2:3][CH2:4][CH2:5][CH2:6]1. The yield is 0.960. (5) The reactants are [CH3:1][C:2]1[CH:6]=[C:5]([CH3:7])[N:4]([CH2:8][CH2:9][OH:10])[N:3]=1.[N+:11]([C:14]1[CH:21]=[CH:20][CH:19]=[C:18]([N+]([O-])=O)[C:15]=1[C:16]#[N:17])([O-:13])=[O:12]. No catalyst specified. The product is [CH3:1][C:2]1[CH:6]=[C:5]([CH3:7])[N:4]([CH2:8][CH2:9][O:10][C:18]2[CH:19]=[CH:20][CH:21]=[C:14]([N+:11]([O-:13])=[O:12])[C:15]=2[C:16]#[N:17])[N:3]=1. The yield is 0.907. (6) The reactants are [CH2:1]([N:5]([CH2:21][CH2:22][CH2:23][CH3:24])[C:6]1[CH:11]=[CH:10][C:9]([CH:12]=[CH:13][C:14]2[S:18][C:17]([CH:19]=O)=[CH:16][CH:15]=2)=[CH:8][CH:7]=1)[CH2:2][CH2:3][CH3:4].[C:25]([C:27]1[C:28](=[C:35]([C:38]#[N:39])[C:36]#[N:37])[O:29][C:30]([CH3:34])([CH3:33])[C:31]=1[CH3:32])#[N:26].C([O-])(=O)C.[NH4+]. The catalyst is C(O)C.O1CCCC1. The product is [CH2:1]([N:5]([CH2:21][CH2:22][CH2:23][CH3:24])[C:6]1[CH:11]=[CH:10][C:9]([CH:12]=[CH:13][C:14]2[S:18][C:17]([CH:19]=[CH:32][C:31]3[C:30]([CH3:33])([CH3:34])[O:29][C:28](=[C:35]([C:36]#[N:37])[C:38]#[N:39])[C:27]=3[C:25]#[N:26])=[CH:16][CH:15]=2)=[CH:8][CH:7]=1)[CH2:2][CH2:3][CH3:4]. The yield is 0.761. (7) The reactants are [Cl:1][C:2]1[CH:3]=[C:4]([CH:19]=[CH:20][C:21]=1[C:22]([OH:24])=O)[C:5]([NH:7][CH2:8][C:9]1[NH:13][C:12]2[CH:14]=[CH:15][C:16]([Cl:18])=[CH:17][C:11]=2[N:10]=1)=[O:6].CN(C(O[N:33]1N=[N:40][C:35]2[CH:36]=[CH:37][CH:38]=C[C:34]1=2)=[N+](C)C)C.[B-](F)(F)(F)F.C(N(C(C)C)CC)(C)C.C(OC(NCC1CCCN1)=O)(C)(C)C.FC(F)(F)C(O)=O.ClCl. The catalyst is CN(C=O)C. The product is [NH2:33][CH2:34][CH:35]1[CH2:36][CH2:37][CH2:38][N:40]1[C:22]([C:21]1[CH:20]=[CH:19][C:4]([C:5]([NH:7][CH2:8][C:9]2[NH:13][C:12]3[CH:14]=[CH:15][C:16]([Cl:18])=[CH:17][C:11]=3[N:10]=2)=[O:6])=[CH:3][C:2]=1[Cl:1])=[O:24]. The yield is 0.470.